This data is from Forward reaction prediction with 1.9M reactions from USPTO patents (1976-2016). The task is: Predict the product of the given reaction. (1) Given the reactants [CH2:1]([N:8]1[CH2:13][CH2:12][CH:11]([N:14](CC2C=CC(OC)=CC=2OC)[C:15](=[O:20])[C:16]([F:19])([F:18])[F:17])[CH:10]([CH3:32])[CH2:9]1)[C:2]1[CH:7]=[CH:6][CH:5]=[CH:4][CH:3]=1.FC(F)(F)C(O)=O, predict the reaction product. The product is: [CH2:1]([N:8]1[CH2:13][CH2:12][CH:11]([NH:14][C:15](=[O:20])[C:16]([F:19])([F:17])[F:18])[CH:10]([CH3:32])[CH2:9]1)[C:2]1[CH:7]=[CH:6][CH:5]=[CH:4][CH:3]=1. (2) Given the reactants [C:1]([O:5][C:6](=[O:21])[C:7]1[CH:12]=[CH:11][C:10]([NH:13][CH2:14][C:15]2[CH:16]=[N:17][CH:18]=[CH:19][CH:20]=2)=[CH:9][CH:8]=1)([CH3:4])([CH3:3])[CH3:2].Br[C:23]1[CH:28]=[CH:27][C:26]([O:29][CH:30]([F:32])[F:31])=[C:25]([O:33][CH2:34][CH3:35])[CH:24]=1.[OH-].[Na+], predict the reaction product. The product is: [C:1]([O:5][C:6](=[O:21])[C:7]1[CH:8]=[CH:9][C:10]([N:13]([C:23]2[CH:28]=[CH:27][C:26]([O:29][CH:30]([F:32])[F:31])=[C:25]([O:33][CH2:34][CH3:35])[CH:24]=2)[CH2:14][C:15]2[CH:16]=[N:17][CH:18]=[CH:19][CH:20]=2)=[CH:11][CH:12]=1)([CH3:4])([CH3:2])[CH3:3]. (3) Given the reactants [Cl:1][C:2]1[N:7]=[C:6](Cl)[C:5]([Cl:9])=[CH:4][N:3]=1.[NH2:10][C:11]1[CH:12]=[CH:13][C:14]([C@H:22]2[CH2:27][CH2:26][C@H:25]([OH:28])[CH2:24][CH2:23]2)=[C:15]2[C:19]=1[C:18](=[O:20])[N:17]([CH3:21])[CH2:16]2.CCN(C(C)C)C(C)C.O, predict the reaction product. The product is: [Cl:1][C:2]1[N:7]=[C:6]([NH:10][C:11]2[CH:12]=[CH:13][C:14]([C@H:22]3[CH2:27][CH2:26][C@H:25]([OH:28])[CH2:24][CH2:23]3)=[C:15]3[C:19]=2[C:18](=[O:20])[N:17]([CH3:21])[CH2:16]3)[C:5]([Cl:9])=[CH:4][N:3]=1. (4) Given the reactants [CH3:1][C:2]1[C:7]([CH3:8])=[CH:6][CH:5]=[CH:4][C:3]=1[N:9]=[C:10]=[S:11].[N-:12]=[N+:13]=[N-:14].[Na+].Cl, predict the reaction product. The product is: [CH3:1][C:2]1[C:7]([CH3:8])=[CH:6][CH:5]=[CH:4][C:3]=1[N:9]1[C:10]([SH:11])=[N:14][N:13]=[N:12]1. (5) Given the reactants [Mg].[F:2][C:3]([F:27])([F:26])[O:4][C:5]1[CH:10]=[CH:9][C:8]([C@H:11]2[CH2:16][CH2:15][C@H:14]([C@H:17]3[CH2:22][CH2:21][C@H:20]([CH2:23][CH2:24]Cl)[CH2:19][CH2:18]3)[CH2:13][CH2:12]2)=[CH:7][CH:6]=1.[CH3:28][O:29][Si:30](OC)([O:33][CH3:34])[O:31][CH3:32], predict the reaction product. The product is: [F:2][C:3]([F:27])([F:26])[O:4][C:5]1[CH:10]=[CH:9][C:8]([C@H:11]2[CH2:16][CH2:15][C@H:14]([C@H:17]3[CH2:22][CH2:21][C@H:20]([CH2:23][CH2:24][Si:30]([O:33][CH3:34])([O:31][CH3:32])[O:29][CH3:28])[CH2:19][CH2:18]3)[CH2:13][CH2:12]2)=[CH:7][CH:6]=1.